From a dataset of Reaction yield outcomes from USPTO patents with 853,638 reactions. Predict the reaction yield, written as a fraction of the theoretical maximum amount of product (1.0 means a 100% yield; for example, 0.34 means a 34% yield). (1) The reactants are [F:1][C:2]1[CH:7]=[CH:6][CH:5]=[CH:4][C:3]=1[N:8]1[C:12]([C:13](=[O:15])[CH3:14])=[C:11]([CH3:16])[N:10]=[N:9]1.CC(OCC1C2C(=CC=CC=2)C(COC(C)=O)=C2C=1C=CC=C2)=O.[Br:41]Br. The catalyst is C(Cl)(Cl)Cl. The product is [Br:41][CH2:14][C:13]([C:12]1[N:8]([C:3]2[CH:4]=[CH:5][CH:6]=[CH:7][C:2]=2[F:1])[N:9]=[N:10][C:11]=1[CH3:16])=[O:15]. The yield is 0.640. (2) The reactants are [Cl:1][C:2]1[CH:8]=[CH:7][C:5]([NH2:6])=[C:4]([I:9])[CH:3]=1.[C:10]1(=O)[CH2:15][CH2:14][CH2:13][C:12](=[O:16])[CH2:11]1.O.C1(C)C=CC(S(O)(=O)=O)=CC=1.CCOC(C)=O. The catalyst is C1(C)C=CC=CC=1. The product is [Cl:1][C:2]1[CH:8]=[CH:7][C:5]([NH:6][C:10]2[CH2:15][CH2:14][CH2:13][C:12](=[O:16])[CH:11]=2)=[C:4]([I:9])[CH:3]=1. The yield is 0.800. (3) The reactants are [CH3:1][O:2][CH2:3][CH2:4][O:5][C:6]1[CH:12]=[CH:11][C:9]([NH2:10])=[C:8]([N+:13]([O-:15])=[O:14])[CH:7]=1.Cl.[N:17]([O-])=O.[Na+].[CH3:21][CH:22](C(C)=O)[C:23]([O:25][CH2:26][CH3:27])=[O:24].[OH-].[K+]. The catalyst is O.C(O)C.C(#N)C. The product is [CH3:1][O:2][CH2:3][CH2:4][O:5][C:6]1[CH:12]=[CH:11][C:9]([NH:10][N:17]=[C:22]([CH3:21])[C:23]([O:25][CH2:26][CH3:27])=[O:24])=[C:8]([N+:13]([O-:15])=[O:14])[CH:7]=1. The yield is 0.0600. (4) The reactants are [Cl:1][C:2]1[CH:14]=[N:13][C:5]2[NH:6][C:7]3[CH2:12][CH2:11][NH:10][CH2:9][C:8]=3[C:4]=2[CH:3]=1.CCN(C(C)C)C(C)C.[C:24]([C:26]1[CH:31]=[CH:30][C:29]([N:32]=[C:33]=[O:34])=[CH:28][CH:27]=1)#[N:25].Cl.CCOCC. The catalyst is C(Cl)Cl.CCOCC. The product is [ClH:1].[C:24]([C:26]1[CH:27]=[CH:28][C:29]([NH:32][C:33]([N:10]2[CH2:11][CH2:12][C:7]3[NH:6][C:5]4[N:13]=[CH:14][C:2]([Cl:1])=[CH:3][C:4]=4[C:8]=3[CH2:9]2)=[O:34])=[CH:30][CH:31]=1)#[N:25]. The yield is 0.640.